Task: Predict the product of the given reaction.. Dataset: Forward reaction prediction with 1.9M reactions from USPTO patents (1976-2016) (1) Given the reactants C(OC([N:8]1[CH2:24][CH2:23][C:11]2[N:12]([CH3:22])[C:13]3[C:14]([Cl:21])=[CH:15][C:16]([F:20])=[C:17]([CH3:19])[C:18]=3[C:10]=2[CH2:9]1)=O)(C)(C)C.C(O)(C(F)(F)F)=O.C(Cl)Cl, predict the reaction product. The product is: [Cl:21][C:14]1[C:13]2[N:12]([CH3:22])[C:11]3[CH2:23][CH2:24][NH:8][CH2:9][C:10]=3[C:18]=2[C:17]([CH3:19])=[C:16]([F:20])[CH:15]=1. (2) Given the reactants [Cl-].[Al+3].[Cl-].[Cl-].ClCCl.[C:8](Cl)(=[O:14])[CH2:9][CH2:10][CH2:11][CH2:12][CH3:13].[Br:16][C:17]1[CH:18]=[CH:19][C:20]2[O:24][CH2:23][C:22]([CH3:26])([CH3:25])[C:21]=2[CH:27]=1, predict the reaction product. The product is: [Br:16][C:17]1[CH:18]=[C:19]([C:8](=[O:14])[CH2:9][CH2:10][CH2:11][CH2:12][CH3:13])[C:20]2[O:24][CH2:23][C:22]([CH3:25])([CH3:26])[C:21]=2[CH:27]=1. (3) Given the reactants [Cl:1][C:2]1[C:7](B(O)O)=[CH:6][CH:5]=[CH:4][N:3]=1.FC(F)(F)S(O[C:17]1[C@@:21]2([CH3:39])[CH2:22][CH2:23][C@H:24]3[C@H:33]([C@@H:20]2[CH2:19][CH:18]=1)[CH2:32][CH:31]=[C:30]1[C@:25]3([CH3:38])[CH2:26][CH2:27][C:28](=[O:37])[N:29]1[CH:34]1[CH2:36][CH2:35]1)(=O)=O, predict the reaction product. The product is: [Cl:1][C:2]1[C:7]([C:17]2[C@@:21]3([CH3:39])[CH2:22][CH2:23][C@H:24]4[C@H:33]([C@@H:20]3[CH2:19][CH:18]=2)[CH2:32][CH:31]=[C:30]2[C@:25]4([CH3:38])[CH2:26][CH2:27][C:28](=[O:37])[N:29]2[CH:34]2[CH2:36][CH2:35]2)=[CH:6][CH:5]=[CH:4][N:3]=1. (4) Given the reactants I[CH2:2][CH3:3].[CH2:4]1[O:8][C:7]2[CH:9]=[C:10]([OH:13])[CH:11]=[CH:12][C:6]=2[O:5]1.C([O-])([O-])=O.[K+].[K+].O, predict the reaction product. The product is: [CH2:2]([O:13][C:10]1[CH:11]=[CH:12][C:6]2[O:5][CH2:4][O:8][C:7]=2[CH:9]=1)[CH3:3].